Dataset: Peptide-MHC class I binding affinity with 185,985 pairs from IEDB/IMGT. Task: Regression. Given a peptide amino acid sequence and an MHC pseudo amino acid sequence, predict their binding affinity value. This is MHC class I binding data. (1) The binding affinity (normalized) is 0. The peptide sequence is LVSAGIRKV. The MHC is HLA-A24:02 with pseudo-sequence HLA-A24:02. (2) The peptide sequence is EPHQLCETI. The MHC is HLA-B51:01 with pseudo-sequence HLA-B51:01. The binding affinity (normalized) is 0.361.